This data is from Forward reaction prediction with 1.9M reactions from USPTO patents (1976-2016). The task is: Predict the product of the given reaction. (1) The product is: [C:30]([O:33][CH2:34][C:35](/[N:28]=[C:26](/[NH2:27])\[C:23]1[CH:22]=[CH:21][C:20]([C:2]([CH3:1])([C:6]2[CH:11]=[CH:10][C:9]([O:12][CH2:13][C:14]3[CH:19]=[CH:18][CH:17]=[CH:16][N:15]=3)=[CH:8][N:7]=2)[CH:3]([CH3:5])[CH3:4])=[CH:25][CH:24]=1)=[O:36])(=[O:32])[CH3:31]. Given the reactants [CH3:1][C:2]([C:20]1[CH:25]=[CH:24][C:23]([C:26](=[N:28]O)[NH2:27])=[CH:22][CH:21]=1)([C:6]1[CH:11]=[CH:10][C:9]([O:12][CH2:13][C:14]2[CH:19]=[CH:18][CH:17]=[CH:16][N:15]=2)=[CH:8][N:7]=1)[CH:3]([CH3:5])[CH3:4].[C:30]([O:33][CH2:34][C:35](O)=[O:36])(=[O:32])[CH3:31].C(Cl)CCl.C1C=CC2N(O)N=NC=2C=1.C(=O)(O)[O-].[Na+], predict the reaction product. (2) Given the reactants [N:1]1[CH:6]=[CH:5][C:4]([CH:7]=O)=[CH:3][CH:2]=1.[CH3:9][C:10]1([CH3:18])[O:17][C:15](=[O:16])[CH2:14][C:12](=[O:13])[O:11]1.N1CCC[C@H]1C(O)=O, predict the reaction product. The product is: [CH3:9][C:10]1([CH3:18])[O:17][C:15](=[O:16])[C:14](=[CH:7][C:4]2[CH:3]=[CH:2][N:1]=[CH:6][CH:5]=2)[C:12](=[O:13])[O:11]1. (3) Given the reactants [OH:1][C:2]1[CH:3]=[C:4]2[C:9](=[CH:10][CH:11]=1)[N:8]=[CH:7][CH:6]=[CH:5]2.[NH2:12][C:13]1[N:18]=[C:17](Cl)[CH:16]=[C:15]([Cl:20])[N:14]=1.[OH-].[Na+], predict the reaction product. The product is: [Cl:20][C:15]1[CH:16]=[C:17]([O:1][C:2]2[CH:3]=[C:4]3[C:9](=[CH:10][CH:11]=2)[N:8]=[CH:7][CH:6]=[CH:5]3)[N:18]=[C:13]([NH2:12])[N:14]=1.